This data is from Reaction yield outcomes from USPTO patents with 853,638 reactions. The task is: Predict the reaction yield, written as a fraction of the theoretical maximum amount of product (1.0 means a 100% yield; for example, 0.34 means a 34% yield). The reactants are [Br:1][C:2]1[CH:9]=[CH:8][C:5]([C:6]#[N:7])=[C:4](F)[CH:3]=1.[NH2:11][CH2:12][CH2:13][OH:14].CC(C)([O-])C.[K+].O1CCCC1.[ClH:26].C(O)(C)C. The catalyst is CC1CCCO1. The product is [ClH:26].[NH2:11][CH2:12][CH2:13][O:14][C:4]1[CH:3]=[C:2]([Br:1])[CH:9]=[CH:8][C:5]=1[C:6]#[N:7]. The yield is 0.870.